From a dataset of Reaction yield outcomes from USPTO patents with 853,638 reactions. Predict the reaction yield, written as a fraction of the theoretical maximum amount of product (1.0 means a 100% yield; for example, 0.34 means a 34% yield). (1) The reactants are [S:1]1[C:5]2[CH:6]=[C:7]([N:10]3[CH2:14][CH2:13][NH:12][C:11]3=[O:15])[CH:8]=[CH:9][C:4]=2[N:3]=[CH:2]1.Br[C:17]1[CH:18]=[N:19][CH:20]=[C:21]([C:24]([F:27])([F:26])[F:25])[C:22]=1[CH3:23].N[C@@H]1CCCC[C@H]1N.P([O-])([O-])([O-])=[O:37].[K+].[K+].[K+]. The catalyst is [Cu](I)I.O1CCOCC1. The product is [F:25][C:24]([F:27])([F:26])[C:11]([OH:15])=[O:37].[S:1]1[C:5]2[CH:6]=[C:7]([N:10]3[CH2:14][CH2:13][N:12]([C:17]4[CH:18]=[N:19][CH:20]=[C:21]([C:24]([F:26])([F:27])[F:25])[C:22]=4[CH3:23])[C:11]3=[O:15])[CH:8]=[CH:9][C:4]=2[N:3]=[CH:2]1. The yield is 0.0360. (2) The reactants are C(N(CC)CC)C.Br[CH2:9][C:10]([O:12][CH2:13][CH3:14])=[O:11].[F:15][CH:16]([F:35])[C:17]1[N:18]([C:23]2[C:32]3[C:27](=[CH:28][CH:29]=[CH:30][CH:31]=3)[C:26]([CH2:33][CH3:34])=[CH:25][CH:24]=2)[C:19]([SH:22])=[N:20][N:21]=1. The catalyst is ClCCl. The product is [F:35][CH:16]([F:15])[C:17]1[N:18]([C:23]2[C:32]3[C:27](=[CH:28][CH:29]=[CH:30][CH:31]=3)[C:26]([CH2:33][CH3:34])=[CH:25][CH:24]=2)[C:19]([S:22][CH2:9][C:10]([O:12][CH2:13][CH3:14])=[O:11])=[N:20][N:21]=1. The yield is 0.960.